Predict the reaction yield, written as a fraction of the theoretical maximum amount of product (1.0 means a 100% yield; for example, 0.34 means a 34% yield). From a dataset of Reaction yield outcomes from USPTO patents with 853,638 reactions. The reactants are [Cl:1][C:2]1[CH:3]=[C:4]([CH:32]=[C:33]([Cl:35])[CH:34]=1)[CH2:5][N:6]([CH2:24][C:25]1[CH:30]=[CH:29][C:28]([F:31])=[CH:27][CH:26]=1)[C:7]([C:9]1[CH:10]=[C:11]([CH:21]=[CH:22][CH:23]=1)[CH2:12][NH:13]C(=O)OC(C)(C)C)=[O:8].C(O)(C(F)(F)F)=O. The catalyst is C(Cl)Cl. The product is [NH2:13][CH2:12][C:11]1[CH:10]=[C:9]([CH:23]=[CH:22][CH:21]=1)[C:7]([N:6]([CH2:5][C:4]1[CH:32]=[C:33]([Cl:35])[CH:34]=[C:2]([Cl:1])[CH:3]=1)[CH2:24][C:25]1[CH:26]=[CH:27][C:28]([F:31])=[CH:29][CH:30]=1)=[O:8]. The yield is 0.950.